From a dataset of Forward reaction prediction with 1.9M reactions from USPTO patents (1976-2016). Predict the product of the given reaction. (1) Given the reactants [NH2:1][C:2]1[N:7]=[C:6]([C:8](=O)[CH3:9])[CH:5]=[CH:4][N:3]=1.Cl.[NH2:12][OH:13].C([O-])(=O)C.[Na+], predict the reaction product. The product is: [NH2:1][C:2]1[N:7]=[C:6]([C:8](=[N:12][OH:13])[CH3:9])[CH:5]=[CH:4][N:3]=1. (2) Given the reactants [Br:1][C:2]1[C:3]([CH3:31])=[C:4]([C:11](/[C:13](=[CH:29]/[CH3:30])/[CH:14]=[C:15]2\[C:16](=C)[N:17]=C(C3C=CC=CC=3)[O:19][C:20]\2=[O:21])=[O:12])[N:5]2[C:10]=1[CH:9]=[CH:8][CH:7]=[CH:6]2.[OH-].[K+].Cl, predict the reaction product. The product is: [NH2:17][C:16]1[CH:30]=[CH:29][C:13]([C:11]([C:4]2[N:5]3[C:10]([CH:9]=[CH:8][CH:7]=[CH:6]3)=[C:2]([Br:1])[C:3]=2[CH3:31])=[O:12])=[CH:14][C:15]=1[C:20]([OH:19])=[O:21]. (3) Given the reactants [Cl:1][C:2]1[CH:7]=[CH:6][C:5]([C:8]2[CH:9]=[C:10]([C:20]([OH:22])=O)[N:11]=[N:12][C:13]=2[O:14][CH2:15][C:16]([F:19])([F:18])[F:17])=[CH:4][CH:3]=1.[CH3:23][CH:24]([C:26]1[O:30][N:29]=[C:28]([CH2:31][NH2:32])[CH:27]=1)[CH3:25], predict the reaction product. The product is: [CH:24]([C:26]1[O:30][N:29]=[C:28]([CH2:31][NH:32][C:20]([C:10]2[N:11]=[N:12][C:13]([O:14][CH2:15][C:16]([F:19])([F:17])[F:18])=[C:8]([C:5]3[CH:6]=[CH:7][C:2]([Cl:1])=[CH:3][CH:4]=3)[CH:9]=2)=[O:22])[CH:27]=1)([CH3:25])[CH3:23]. (4) Given the reactants C([O:3][C:4](=O)[C:5]1[CH:10]=[CH:9][C:8]([OH:11])=[CH:7][CH:6]=1)C.C=O.C(O)(=O)C.[NH3:19], predict the reaction product. The product is: [OH:11][C:8]1[CH:9]=[CH:10][C:5]([C:4]([NH2:19])=[O:3])=[CH:6][CH:7]=1.